This data is from Tyrosyl-DNA phosphodiesterase HTS with 341,365 compounds. The task is: Binary Classification. Given a drug SMILES string, predict its activity (active/inactive) in a high-throughput screening assay against a specified biological target. The molecule is Fc1ccc(C2(CCCC2)C(OCC(=O)c2c(n(c(=O)n(c2=O)C)C)N)=O)cc1. The result is 0 (inactive).